Dataset: NCI-60 drug combinations with 297,098 pairs across 59 cell lines. Task: Regression. Given two drug SMILES strings and cell line genomic features, predict the synergy score measuring deviation from expected non-interaction effect. (1) Drug 1: COC1=C(C=C2C(=C1)N=CN=C2NC3=CC(=C(C=C3)F)Cl)OCCCN4CCOCC4. Drug 2: C1=C(C(=O)NC(=O)N1)N(CCCl)CCCl. Cell line: DU-145. Synergy scores: CSS=34.3, Synergy_ZIP=-4.95, Synergy_Bliss=-3.90, Synergy_Loewe=-3.52, Synergy_HSA=-1.30. (2) Drug 1: CC1=C2C(C(=O)C3(C(CC4C(C3C(C(C2(C)C)(CC1OC(=O)C(C(C5=CC=CC=C5)NC(=O)C6=CC=CC=C6)O)O)OC(=O)C7=CC=CC=C7)(CO4)OC(=O)C)O)C)OC(=O)C. Drug 2: CC1C(C(CC(O1)OC2CC(OC(C2O)C)OC3=CC4=CC5=C(C(=O)C(C(C5)C(C(=O)C(C(C)O)O)OC)OC6CC(C(C(O6)C)O)OC7CC(C(C(O7)C)O)OC8CC(C(C(O8)C)O)(C)O)C(=C4C(=C3C)O)O)O)O. Cell line: MDA-MB-231. Synergy scores: CSS=64.8, Synergy_ZIP=-2.85, Synergy_Bliss=-0.141, Synergy_Loewe=-2.63, Synergy_HSA=1.19. (3) Drug 2: C1C(C(OC1N2C=NC(=NC2=O)N)CO)O. Cell line: UACC-257. Synergy scores: CSS=36.9, Synergy_ZIP=3.90, Synergy_Bliss=0.860, Synergy_Loewe=-21.5, Synergy_HSA=-2.91. Drug 1: CN(CC1=CN=C2C(=N1)C(=NC(=N2)N)N)C3=CC=C(C=C3)C(=O)NC(CCC(=O)O)C(=O)O. (4) Drug 1: CC1=C(C=C(C=C1)NC(=O)C2=CC=C(C=C2)CN3CCN(CC3)C)NC4=NC=CC(=N4)C5=CN=CC=C5. Drug 2: C(=O)(N)NO. Cell line: OVCAR-4. Synergy scores: CSS=1.99, Synergy_ZIP=0.474, Synergy_Bliss=1.86, Synergy_Loewe=0.0247, Synergy_HSA=0.267. (5) Drug 1: C1=CC(=CC=C1CCCC(=O)O)N(CCCl)CCCl. Drug 2: C1C(C(OC1N2C=C(C(=O)NC2=O)F)CO)O. Cell line: 786-0. Synergy scores: CSS=45.2, Synergy_ZIP=-6.02, Synergy_Bliss=-12.7, Synergy_Loewe=-11.5, Synergy_HSA=-7.35.